From a dataset of Catalyst prediction with 721,799 reactions and 888 catalyst types from USPTO. Predict which catalyst facilitates the given reaction. (1) Reactant: CC1C=C(C)C=C(C)C=1S([O-])(=O)=O.[NH2:14][N+:15]1[CH:20]=[CH:19][CH:18]=[C:17]([CH3:21])[C:16]=1[C:22]1[CH:27]=[CH:26][C:25]([O:28][CH3:29])=[CH:24][C:23]=1[Cl:30].C([O-])([O-])=O.[K+].[K+].[C:37]([O:42][CH2:43][CH3:44])(=[O:41])[C:38]#[C:39][CH3:40]. Product: [Cl:30][C:23]1[CH:24]=[C:25]([O:28][CH3:29])[CH:26]=[CH:27][C:22]=1[C:16]1[N:15]2[N:14]=[C:39]([CH3:40])[C:38]([C:37]([O:42][CH2:43][CH3:44])=[O:41])=[C:20]2[CH:19]=[CH:18][C:17]=1[CH3:21]. The catalyst class is: 85. (2) Product: [NH2:38][C:6]1[N:8]=[C:9]2[CH:14]=[CH:13][C:12]([O:15][C:16]3[CH:21]=[CH:20][C:19]([F:22])=[C:18]([NH:23][C:24](=[O:25])[O:26][C:27]([CH3:29])([CH3:28])[CH3:30])[CH:17]=3)=[CH:11][N:10]2[N:5]=1. Reactant: C(OC(=O)[NH:5][C:6]([NH:8][C:9]1[CH:14]=[CH:13][C:12]([O:15][C:16]2[CH:21]=[CH:20][C:19]([F:22])=[C:18]([NH:23][C:24]([O:26][C:27]([CH3:30])([CH3:29])[CH3:28])=[O:25])[CH:17]=2)=[CH:11][N:10]=1)=S)C.[Cl-].O[NH3+].C([N:38](CC)C(C)C)(C)C.C(O)C. The catalyst class is: 5. (3) Product: [F:19][C:14]1[CH:13]=[C:12]([CH:8]2[CH:9]([CH3:10])[O:20][C:6](=[O:5])[NH:7]2)[CH:17]=[CH:16][C:15]=1[F:18]. The catalyst class is: 6. Reactant: C([O:5][C:6](=[O:20])[NH:7][CH:8]([C:12]1[CH:17]=[CH:16][C:15]([F:18])=[C:14]([F:19])[CH:13]=1)[CH:9](O)[CH3:10])(C)(C)C.[H-].[Na+]. (4) Reactant: [CH3:1][C:2]1[N:7]=[C:6]([SH:8])[N:5]=[C:4]([OH:9])[CH:3]=1.C(N(CC)CC)C.Br[CH2:18][C:19]1[CH:24]=[CH:23][CH:22]=[C:21]([N+:25]([O-:27])=[O:26])[C:20]=1[Cl:28]. Product: [Cl:28][C:20]1[C:21]([N+:25]([O-:27])=[O:26])=[CH:22][CH:23]=[CH:24][C:19]=1[CH2:18][S:8][C:6]1[N:5]=[C:4]([OH:9])[CH:3]=[C:2]([CH3:1])[N:7]=1. The catalyst class is: 8. (5) Reactant: Cl.[F:2][C:3]([F:14])([F:13])[C:4]1[CH:12]=[CH:11][C:7]([C:8](=[NH:10])[NH2:9])=[CH:6][CH:5]=1.CN([CH:18]=[C:19]([CH2:24][NH+](C)C)[CH2:20][NH+](C)C)C.F[B-](F)(F)F.C[O-:34].[Na+]. Product: [F:2][C:3]([F:13])([F:14])[C:4]1[CH:12]=[CH:11][C:7]([C:8]2[N:9]=[CH:20][C:19]([CH:24]=[O:34])=[CH:18][N:10]=2)=[CH:6][CH:5]=1. The catalyst class is: 8. (6) The catalyst class is: 7. Product: [N:55]1[CH:56]=[CH:57][C:58]([N:61]2[CH2:66][CH2:65][C:64]3([CH2:67][CH2:68][N:69]([C:17]([C:13]4[CH:14]=[C:15]5[C:10](=[CH:11][CH:12]=4)[CH2:9][N:8]([C:6]([O:5][C:1]([CH3:2])([CH3:3])[CH3:4])=[O:7])[CH2:16]5)=[O:19])[CH2:70][CH2:71]3)[CH2:63][CH2:62]2)=[CH:59][CH:60]=1. Reactant: [C:1]([O:5][C:6]([N:8]1[CH2:16][C:15]2[C:10](=[CH:11][CH:12]=[C:13]([C:17]([OH:19])=O)[CH:14]=2)[CH2:9]1)=[O:7])([CH3:4])([CH3:3])[CH3:2].F[B-](F)(F)F.N1(OC(N(C)C)=[N+](C)C)C2C=CC=CC=2N=N1.O.ON1C2C=CC=CC=2N=N1.Cl.Cl.[N:55]1[CH:60]=[CH:59][C:58]([N:61]2[CH2:66][CH2:65][C:64]3([CH2:71][CH2:70][NH:69][CH2:68][CH2:67]3)[CH2:63][CH2:62]2)=[CH:57][CH:56]=1.C(N(C(C)C)CC)(C)C. (7) Reactant: [Cl:1][C:2]1[CH:7]=[CH:6][C:5]([CH2:8][C:9]2(Br)[CH2:11][C:10]2(Br)Br)=[CH:4][CH:3]=1.C[Li].O. The catalyst class is: 27. Product: [Cl:1][C:2]1[CH:7]=[CH:6][C:5]([CH2:8][C:9]2[CH2:10][CH:11]=2)=[CH:4][CH:3]=1. (8) Reactant: [CH2:1]([C@H:8]([NH:23][C:24](=[O:30])[O:25][C:26]([CH3:29])([CH3:28])[CH3:27])[C@H:9]([OH:22])[CH2:10][NH:11][CH2:12][CH2:13][CH2:14][CH2:15][C:16]1([CH3:21])[O:20][CH2:19][CH2:18][O:17]1)[C:2]1[CH:7]=[CH:6][CH:5]=[CH:4][CH:3]=1.C(N(C(C)C)C(C)C)C.[CH3:40][O:41][C:42]1[CH:47]=[CH:46][C:45]([S:48](Cl)(=[O:50])=[O:49])=[CH:44][CH:43]=1. Product: [CH2:1]([C@H:8]([NH:23][C:24](=[O:30])[O:25][C:26]([CH3:29])([CH3:28])[CH3:27])[C@@H:9]([OH:22])[CH:10]([NH:11][CH2:12][CH2:13][CH2:14][CH2:15][C:16]1([CH3:21])[O:20][CH2:19][CH2:18][O:17]1)[S:48]([C:45]1[CH:44]=[CH:43][C:42]([O:41][CH3:40])=[CH:47][CH:46]=1)(=[O:50])=[O:49])[C:2]1[CH:7]=[CH:6][CH:5]=[CH:4][CH:3]=1. The catalyst class is: 4. (9) The catalyst class is: 7. Product: [CH3:1][O:2][C:3]1[C:4]([CH3:12])=[C:5]([CH2:6][OH:7])[CH:9]=[CH:10][CH:11]=1. Reactant: [CH3:1][O:2][C:3]1[C:4]([CH3:12])=[C:5]([CH:9]=[CH:10][CH:11]=1)[C:6](O)=[O:7].O.C(OCC)(=O)C.Cl.